Predict the reactants needed to synthesize the given product. From a dataset of Full USPTO retrosynthesis dataset with 1.9M reactions from patents (1976-2016). (1) The reactants are: [Li+].[OH-].C[O:4][C:5]([C:7]1[C:8]([CH2:22][O:23][CH3:24])=[N:9][C:10]2[C:15]([C:16]=1[CH3:17])=[CH:14][CH:13]=[C:12]([C:18]([F:21])([F:20])[F:19])[CH:11]=2)=[O:6]. Given the product [CH3:24][O:23][CH2:22][C:8]1[C:7]([C:5]([OH:6])=[O:4])=[C:16]([CH3:17])[C:15]2[C:10](=[CH:11][C:12]([C:18]([F:21])([F:20])[F:19])=[CH:13][CH:14]=2)[N:9]=1, predict the reactants needed to synthesize it. (2) The reactants are: [CH:1]1([O:5][C:6]2[CH:11]=[CH:10][C:9]([NH:12]C(C3C=C(CCCOCCOCCOCCOCCC(OC(C)(C)C)=O)C=CC=3)=O)=[C:8]([C:43]3[CH:48]=[C:47]([C:49](=[O:61])[NH:50][C@@H:51]4[C:60]5[C:55](=[CH:56][CH:57]=[CH:58][CH:59]=5)[CH2:54][CH2:53][CH2:52]4)[CH:46]=[CH:45][N:44]=3)[CH:7]=2)[CH2:4][CH2:3][CH2:2]1.[CH2:62]([C:89]1[CH:90]=[C:91]([CH:95]=[CH:96][CH:97]=1)[C:92]([OH:94])=O)[O:63][CH2:64][CH2:65][O:66][CH2:67][CH2:68][O:69][CH2:70][CH2:71][O:72][CH2:73][CH2:74][O:75][CH2:76][CH2:77][O:78][CH2:79][CH2:80][O:81][CH2:82][CH2:83][O:84][CH2:85][CH2:86][O:87][CH3:88]. Given the product [CH2:62]([C:89]1[CH:90]=[C:91]([CH:95]=[CH:96][CH:97]=1)[C:92]([NH:12][C:9]1[CH:10]=[CH:11][C:6]([O:5][CH:1]2[CH2:4][CH2:3][CH2:2]2)=[CH:7][C:8]=1[C:43]1[CH:48]=[C:47]([CH:46]=[CH:45][N:44]=1)[C:49]([NH:50][C@@H:51]1[C:60]2[C:55](=[CH:56][CH:57]=[CH:58][CH:59]=2)[CH2:54][CH2:53][CH2:52]1)=[O:61])=[O:94])[O:63][CH2:64][CH2:65][O:66][CH2:67][CH2:68][O:69][CH2:70][CH2:71][O:72][CH2:73][CH2:74][O:75][CH2:76][CH2:77][O:78][CH2:79][CH2:80][O:81][CH2:82][CH2:83][O:84][CH2:85][CH2:86][O:87][CH3:88], predict the reactants needed to synthesize it.